Task: Predict the reaction yield, written as a fraction of the theoretical maximum amount of product (1.0 means a 100% yield; for example, 0.34 means a 34% yield).. Dataset: Reaction yield outcomes from USPTO patents with 853,638 reactions (1) The reactants are [CH3:1][C:2]1[O:3][C:4]([C:17](OC)=[O:18])=[C:5]([C:7]2[CH:16]=[CH:15][C:14]3[CH2:13][CH2:12][CH2:11][CH2:10][C:9]=3[CH:8]=2)[N:6]=1.[H-].[Al+3].[Li+].[H-].[H-].[H-].O. The catalyst is C(OCC)C. The product is [CH3:1][C:2]1[O:3][C:4]([CH2:17][OH:18])=[C:5]([C:7]2[CH:16]=[CH:15][C:14]3[CH2:13][CH2:12][CH2:11][CH2:10][C:9]=3[CH:8]=2)[N:6]=1. The yield is 0.900. (2) The reactants are [NH2:1][C:2]1[CH:7]=[CH:6][C:5]([NH2:8])=[CH:4][CH:3]=1.[CH2:9]([N:11]=[C:12]=[O:13])[CH3:10].C(=O)([O-])[O-].[K+].[K+]. The catalyst is C1COCC1. The product is [CH2:9]([NH:11][C:12]([NH:1][C:2]1[CH:7]=[CH:6][C:5]([NH2:8])=[CH:4][CH:3]=1)=[O:13])[CH3:10]. The yield is 0.620. (3) The product is [Cl:1][C:2]1[CH:3]=[C:4]([CH:12]([CH2:16][CH:17]2[CH2:21][CH2:20][CH2:19][CH2:18]2)[C:13]([NH:35][C:31]2[N:32]=[CH:33][CH:34]=[CH:29][N:30]=2)=[O:15])[CH:5]=[CH:6][C:7]=1[S:8]([CH3:11])(=[O:9])=[O:10]. The catalyst is C(Cl)Cl.CN(C)C=O.O1CCCC1.O. The reactants are [Cl:1][C:2]1[CH:3]=[C:4]([CH:12]([CH2:16][CH:17]2[CH2:21][CH2:20][CH2:19][CH2:18]2)[C:13]([OH:15])=O)[CH:5]=[CH:6][C:7]=1[S:8]([CH3:11])(=[O:10])=[O:9].C(Cl)(=O)C(Cl)=O.N[C:29]1[CH:34]=[CH:33][N:32]=[CH:31][N:30]=1.[N:35]1C=CC=CC=1. The yield is 0.760. (4) The reactants are C([O:5][C:6](=[O:36])[CH2:7][CH2:8][C@H:9]([N:13]([C:20](=[O:35])[C@@H:21]([NH:23][C:24]1[CH:29]=[CH:28][C:27]([C:30]([F:33])([F:32])[F:31])=[C:26]([Cl:34])[CH:25]=1)[CH3:22])[CH2:14][CH:15](OC)OC)[CH2:10][O:11][CH3:12])(C)(C)C.FC(F)(F)C(O)=O.C([SiH](CC)CC)C. No catalyst specified. The product is [Cl:34][C:26]1[CH:25]=[C:24]([N:23]2[CH2:15][CH2:14][N:13]([C@H:9]([CH2:10][O:11][CH3:12])[CH2:8][CH2:7][C:6]([OH:5])=[O:36])[C:20](=[O:35])[C@@H:21]2[CH3:22])[CH:29]=[CH:28][C:27]=1[C:30]([F:31])([F:32])[F:33]. The yield is 0.360. (5) The catalyst is CN(C=O)C. The reactants are [I:1][C:2]1[C:10]2[C:5](=[N:6][CH:7]=[N:8][C:9]=2[NH2:11])[NH:4][N:3]=1.C([O-])([O-])=O.[K+].[K+].[CH:18](Br)([CH3:20])[CH3:19]. The product is [I:1][C:2]1[C:10]2[C:5](=[N:6][CH:7]=[N:8][C:9]=2[NH2:11])[N:4]([CH:18]([CH3:20])[CH3:19])[N:3]=1. The yield is 0.720. (6) The reactants are [F:1][C:2]([F:14])([F:13])[C:3]1[CH:4]=[C:5]([SH:12])[C:6](=[CH:10][CH:11]=1)[C:7]([OH:9])=O.[C:15]([C:17]1[CH:22]=[CH:21][CH:20]=[CH:19][N:18]=1)#[N:16]. The catalyst is N1C=CC=CC=1. The product is [N:18]1[CH:19]=[CH:20][CH:21]=[CH:22][C:17]=1[C:15]1[S:12][C:5]2[CH:4]=[C:3]([C:2]([F:1])([F:14])[F:13])[CH:11]=[CH:10][C:6]=2[C:7](=[O:9])[N:16]=1. The yield is 0.540. (7) The reactants are [N+:1]([C:4]1[CH:5]=[C:6]([C:14]([O-:16])=O)[CH:7]=[C:8]([CH:13]=1)[C:9]([O:11][CH3:12])=[O:10])([O-:3])=[O:2].Cl.CN(C)CCCN=C=NCC.O.ON1C2C=CC=CC=2N=N1.C(N(CC)CC)C.[CH2:47]([NH:50][CH2:51][CH2:52][CH3:53])[CH2:48][CH3:49]. The catalyst is CN(C)C1C=CN=CC=1.ClCCl. The product is [CH3:12][O:11][C:9](=[O:10])[C:8]1[CH:13]=[C:4]([N+:1]([O-:3])=[O:2])[CH:5]=[C:6]([C:14]([N:50]([CH2:51][CH2:52][CH3:53])[CH2:47][CH2:48][CH3:49])=[O:16])[CH:7]=1. The yield is 0.900.